This data is from Forward reaction prediction with 1.9M reactions from USPTO patents (1976-2016). The task is: Predict the product of the given reaction. (1) Given the reactants [F:1][C@H:2]1[C@H:7]([CH2:8]O)[O:6][C:5]([NH:10][C:11](=[O:18])[C:12]2[CH:17]=[CH:16][CH:15]=[CH:14][CH:13]=2)=[N:4][C@@:3]1([C:20]1[CH:25]=[CH:24][CH:23]=[CH:22][C:21]=1[F:26])[CH3:19].CCN(S(F)(F)[F:33])CC, predict the reaction product. The product is: [F:1][C@H:2]1[C@H:7]([CH2:8][F:33])[O:6][C:5]([NH:10][C:11](=[O:18])[C:12]2[CH:13]=[CH:14][CH:15]=[CH:16][CH:17]=2)=[N:4][C@@:3]1([C:20]1[CH:25]=[CH:24][CH:23]=[CH:22][C:21]=1[F:26])[CH3:19]. (2) Given the reactants ClC1C=C2C(=CC=1)[N:7](S(C1C=CC=CC=1)(=O)=O)C(C(OCC)=O)=C2S(Cl)(=O)=O.[Br:29][C:30]1[CH:31]=[C:32]2[C:36](=[CH:37][CH:38]=1)[N:35](S(C1C=CC=CC=1)(=O)=O)[C:34]([C:48]([O:50]CC)=O)=[C:33]2[S:53](Cl)(=[O:55])=[O:54].Cl.CN.Cl.[NH2:61][CH2:62][CH2:63][S:64]([NH2:67])(=[O:66])=[O:65], predict the reaction product. The product is: [NH2:67][S:64]([CH2:63][CH2:62][NH:61][S:53]([C:33]1[C:32]2[C:36](=[CH:37][CH:38]=[C:30]([Br:29])[CH:31]=2)[NH:35][C:34]=1[C:48]([NH2:7])=[O:50])(=[O:54])=[O:55])(=[O:66])=[O:65]. (3) Given the reactants [CH3:1][C:2]([C:7]1[CH:12]=[CH:11][C:10]([N+:13]([O-])=O)=[CH:9][CH:8]=1)([CH3:6])[C:3]([OH:5])=[O:4], predict the reaction product. The product is: [NH2:13][C:10]1[CH:9]=[CH:8][C:7]([C:2]([CH3:6])([CH3:1])[C:3]([OH:5])=[O:4])=[CH:12][CH:11]=1. (4) The product is: [F:1][C:2]1[C:3]([C:24]([OH:26])=[O:25])=[N:4][CH:5]=[CH:6][C:7]=1[S:8][C:9]1[S:13][C:12]([NH:14][C:15]2[CH:20]=[CH:19][C:18]([CH2:21][O:22][CH3:23])=[CH:17][N:16]=2)=[N:11][CH:10]=1. Given the reactants [F:1][C:2]1[C:3]([C:24]([O:26]C)=[O:25])=[N:4][CH:5]=[CH:6][C:7]=1[S:8][C:9]1[S:13][C:12]([NH:14][C:15]2[CH:20]=[CH:19][C:18]([CH2:21][O:22][CH3:23])=[CH:17][N:16]=2)=[N:11][CH:10]=1.[OH-].[Na+].O.Cl, predict the reaction product. (5) Given the reactants Cl[C:2]1[C:11]2[CH:10]=[N:9][C:8]([S:12][CH3:13])=[N:7][C:6]=2[C:5]([C:14]2[C:22]3[C:17](=[CH:18][C:19]([C:23]([F:26])([F:25])[F:24])=[CH:20][CH:21]=3)[N:16]([S:27]([C:30]3[CH:35]=[CH:34][C:33]([CH3:36])=[CH:32][CH:31]=3)(=[O:29])=[O:28])[CH:15]=2)=[CH:4][N:3]=1.[CH3:37]B1OB(C)OB(C)O1.C1COCC1.C1(P(C2CCCCC2)C2C=CC=CC=2C2C(OC)=CC=CC=2OC)CCCCC1.[F-].[Cs+], predict the reaction product. The product is: [CH3:37][C:2]1[C:11]2[CH:10]=[N:9][C:8]([S:12][CH3:13])=[N:7][C:6]=2[C:5]([C:14]2[C:22]3[C:17](=[CH:18][C:19]([C:23]([F:26])([F:25])[F:24])=[CH:20][CH:21]=3)[N:16]([S:27]([C:30]3[CH:35]=[CH:34][C:33]([CH3:36])=[CH:32][CH:31]=3)(=[O:29])=[O:28])[CH:15]=2)=[CH:4][N:3]=1.